From a dataset of Catalyst prediction with 721,799 reactions and 888 catalyst types from USPTO. Predict which catalyst facilitates the given reaction. Reactant: [CH:1]([O:4][C:5]1[CH:10]=[CH:9][C:8]([NH:11][C:12]([N:14]2[CH2:19][CH2:18][N:17]([C:20]3[C:25]([CH:26]=[N:27][O:28][CH2:29][CH2:30][NH2:31])=[C:24]([NH2:32])[N:23]=[CH:22][N:21]=3)[CH2:16][CH2:15]2)=[O:13])=[CH:7][CH:6]=1)([CH3:3])[CH3:2].[CH3:33][S:34](Cl)(=[O:36])=[O:35].CCN(C(C)C)C(C)C. Product: [CH:1]([O:4][C:5]1[CH:10]=[CH:9][C:8]([NH:11][C:12]([N:14]2[CH2:19][CH2:18][N:17]([C:20]3[C:25]([CH:26]=[N:27][O:28][CH2:29][CH2:30][NH:31][S:34]([CH3:33])(=[O:36])=[O:35])=[C:24]([NH2:32])[N:23]=[CH:22][N:21]=3)[CH2:16][CH2:15]2)=[O:13])=[CH:7][CH:6]=1)([CH3:3])[CH3:2]. The catalyst class is: 2.